Task: Predict the reaction yield, written as a fraction of the theoretical maximum amount of product (1.0 means a 100% yield; for example, 0.34 means a 34% yield).. Dataset: Reaction yield outcomes from USPTO patents with 853,638 reactions The reactants are [CH3:1][N:2]([CH2:4][CH:5]([CH2:9][CH:10]([CH3:12])[CH3:11])[C:6](=[O:8])[CH3:7])[CH3:3].[CH3:13][I:14]. The catalyst is ClCCl. The product is [I-:14].[C:6]([CH:5]([CH2:9][CH:10]([CH3:12])[CH3:11])[CH2:4][N+:2]([CH3:13])([CH3:3])[CH3:1])(=[O:8])[CH3:7]. The yield is 0.870.